This data is from NCI-60 drug combinations with 297,098 pairs across 59 cell lines. The task is: Regression. Given two drug SMILES strings and cell line genomic features, predict the synergy score measuring deviation from expected non-interaction effect. (1) Drug 1: C1=NC2=C(N1)C(=S)N=CN2. Drug 2: C1C(C(OC1N2C=NC3=C2NC=NCC3O)CO)O. Cell line: HCC-2998. Synergy scores: CSS=42.7, Synergy_ZIP=-7.60, Synergy_Bliss=-8.49, Synergy_Loewe=-14.9, Synergy_HSA=-4.71. (2) Drug 1: CN(CC1=CN=C2C(=N1)C(=NC(=N2)N)N)C3=CC=C(C=C3)C(=O)NC(CCC(=O)O)C(=O)O. Drug 2: B(C(CC(C)C)NC(=O)C(CC1=CC=CC=C1)NC(=O)C2=NC=CN=C2)(O)O. Cell line: NCI-H522. Synergy scores: CSS=88.2, Synergy_ZIP=-0.303, Synergy_Bliss=-5.96, Synergy_Loewe=-5.99, Synergy_HSA=-5.37. (3) Drug 1: COC1=NC(=NC2=C1N=CN2C3C(C(C(O3)CO)O)O)N. Drug 2: CCC1=C2CN3C(=CC4=C(C3=O)COC(=O)C4(CC)O)C2=NC5=C1C=C(C=C5)O. Cell line: OVCAR3. Synergy scores: CSS=3.07, Synergy_ZIP=-0.857, Synergy_Bliss=2.94, Synergy_Loewe=-21.3, Synergy_HSA=-7.38.